Dataset: Catalyst prediction with 721,799 reactions and 888 catalyst types from USPTO. Task: Predict which catalyst facilitates the given reaction. (1) Reactant: [C:1]([O:9][CH3:10])(=[O:8])[CH2:2][CH2:3][CH2:4][CH2:5][CH2:6][CH3:7].C([N-]C(C)C)(C)C.[Li+].[CH2:19]([O:26][C:27]1[CH:34]=[CH:33][C:30]([CH:31]=[O:32])=[C:29]([CH3:35])[CH:28]=1)[C:20]1[CH:25]=[CH:24][CH:23]=[CH:22][CH:21]=1. Product: [CH3:10][O:9][C:1](=[O:8])[CH:2]([CH:31]([C:30]1[CH:33]=[CH:34][C:27]([O:26][CH2:19][C:20]2[CH:25]=[CH:24][CH:23]=[CH:22][CH:21]=2)=[CH:28][C:29]=1[CH3:35])[OH:32])[CH2:3][CH2:4][CH2:5][CH2:6][CH3:7]. The catalyst class is: 7. (2) Reactant: [CH:1]1([N:6]2[CH2:11][CH2:10][N:9]([C:12]([C:14]3[CH:15]=[C:16]4[C:20](=[CH:21][CH:22]=3)[NH:19][C:18]([C:23]([N:25]3[CH2:30][CH2:29][C:28]([F:32])([F:31])[CH2:27][CH2:26]3)=[O:24])=[CH:17]4)=[O:13])[CH2:8][CH2:7]2)[CH2:5][CH2:4][CH2:3][CH2:2]1.[F:33][C:34]([F:45])([F:44])[C:35]1[CH:36]=[C:37](B(O)O)[CH:38]=[CH:39][CH:40]=1.N1C=CC=CC=1. Product: [CH:1]1([N:6]2[CH2:7][CH2:8][N:9]([C:12]([C:14]3[CH:15]=[C:16]4[C:20](=[CH:21][CH:22]=3)[N:19]([C:39]3[CH:38]=[CH:37][CH:36]=[C:35]([C:34]([F:45])([F:44])[F:33])[CH:40]=3)[C:18]([C:23]([N:25]3[CH2:26][CH2:27][C:28]([F:31])([F:32])[CH2:29][CH2:30]3)=[O:24])=[CH:17]4)=[O:13])[CH2:10][CH2:11]2)[CH2:5][CH2:4][CH2:3][CH2:2]1. The catalyst class is: 221. (3) Product: [Cl:1][C:2]1[N:7]=[C:6]2[CH:8]=[CH:9][CH:10]=[N:11][C:5]2=[N:4][C:3]=1[C:13]1[CH:18]=[CH:17][CH:16]=[CH:15][CH:14]=1. The catalyst class is: 70. Reactant: [Cl:1][C:2]1[N:7]=[C:6]2[CH:8]=[CH:9][CH:10]=[N:11][C:5]2=[N:4][C:3]=1Cl.[C:13]1(B(O)O)[CH:18]=[CH:17][CH:16]=[CH:15][CH:14]=1.C(=O)([O-])[O-].[K+].[K+]. (4) Reactant: [NH2:1][C:2]1[N:7]=[C:6](OS(C(F)(F)F)(=O)=O)[C:5]([C:16]#[N:17])=[C:4]([C:18]2[O:19][CH2:20][CH2:21][CH:22]=2)[N:3]=1.[CH3:23][C:24]1[CH:25]=[C:26]([CH:29]=[CH:30][C:31]=1[CH3:32])[CH2:27][NH2:28]. Product: [NH2:1][C:2]1[N:3]=[C:4]([C:18]2[O:19][CH2:20][CH2:21][CH:22]=2)[C:5]([C:16]#[N:17])=[C:6]([NH:28][CH2:27][C:26]2[CH:29]=[CH:30][C:31]([CH3:32])=[C:24]([CH3:23])[CH:25]=2)[N:7]=1. The catalyst class is: 57. (5) Reactant: [OH:1][C:2]1[CH:7]=[CH:6][N:5]([CH2:8][CH2:9][C:10]2[CH:15]=[CH:14][C:13]([CH2:16][OH:17])=[CH:12][CH:11]=2)[C:4](=[O:18])[CH:3]=1.[O:19]1[CH:23]=[CH:22][CH:21]=[C:20]1[CH2:24]OS(C)(=O)=O.C(=O)([O-])[O-].[K+].[K+]. Product: [O:19]1[CH:23]=[CH:22][CH:21]=[C:20]1[CH2:24][O:1][C:2]1[CH:7]=[CH:6][N:5]([CH2:8][CH2:9][C:10]2[CH:15]=[CH:14][C:13]([CH2:16][OH:17])=[CH:12][CH:11]=2)[C:4](=[O:18])[CH:3]=1. The catalyst class is: 3. (6) Reactant: [H-].[Na+].[CH3:3][O:4][C:5]([CH2:7]P(OC)(OC)=O)=[O:6].[Br:14][C:15]1[CH:20]=[CH:19][C:18]([C:21]2[O:25][N:24]=[C:23]([CH3:26])[C:22]=2[CH:27]=O)=[CH:17][CH:16]=1. Product: [CH3:3][O:4][C:5](=[O:6])/[CH:7]=[CH:27]/[C:22]1[C:23]([CH3:26])=[N:24][O:25][C:21]=1[C:18]1[CH:19]=[CH:20][C:15]([Br:14])=[CH:16][CH:17]=1. The catalyst class is: 1. (7) Reactant: [C:1]([C:5]1[CH:10]=[CH:9][C:8]([C:11]2[CH:19]=[CH:18][CH:17]=[C:16]3[C:12]=2[CH2:13][CH:14]([CH2:21][C:22]2([CH3:28])[CH2:27][CH2:26][CH2:25][CH2:24][CH2:23]2)[C:15]3=O)=[CH:7][CH:6]=1)([CH3:4])([CH3:3])[CH3:2].[BH4-].[Na+].C1(C)C=CC=CC=1.OS(O)(=O)=O. The catalyst class is: 5. Product: [C:1]([C:5]1[CH:10]=[CH:9][C:8]([C:11]2[CH:19]=[CH:18][CH:17]=[C:16]3[C:12]=2[CH2:13][C:14]([CH2:21][C:22]2([CH3:28])[CH2:23][CH2:24][CH2:25][CH2:26][CH2:27]2)=[CH:15]3)=[CH:7][CH:6]=1)([CH3:4])([CH3:2])[CH3:3]. (8) Reactant: [Cl:1][C:2]1[CH:3]=[C:4](/[CH:25]=[CH:26]/[C:27]([N:29]2[CH2:34][CH2:33][N:32]([CH2:35][C:36]3[CH:41]=[CH:40][C:39]([CH2:42][CH2:43][O:44][C:45]4[CH:50]=[CH:49][C:48]([Cl:51])=[CH:47][CH:46]=4)=[CH:38][CH:37]=3)[CH2:31][CH2:30]2)=[O:28])[CH:5]=[C:6]([CH3:24])[C:7]=1[O:8][C:9]1[CH:14]=[CH:13][C:12]([O:15][CH2:16][C:17]2[CH:22]=[CH:21][C:20]([CH3:23])=[CH:19][CH:18]=2)=[CH:11][N:10]=1.Cl. Product: [ClH:1].[Cl:1][C:2]1[CH:3]=[C:4](/[CH:25]=[CH:26]/[C:27]([N:29]2[CH2:34][CH2:33][N:32]([CH2:35][C:36]3[CH:41]=[CH:40][C:39]([CH2:42][CH2:43][O:44][C:45]4[CH:46]=[CH:47][C:48]([Cl:51])=[CH:49][CH:50]=4)=[CH:38][CH:37]=3)[CH2:31][CH2:30]2)=[O:28])[CH:5]=[C:6]([CH3:24])[C:7]=1[O:8][C:9]1[CH:14]=[CH:13][C:12]([O:15][CH2:16][C:17]2[CH:22]=[CH:21][C:20]([CH3:23])=[CH:19][CH:18]=2)=[CH:11][N:10]=1. The catalyst class is: 14. (9) Reactant: [F:1][C:2]1[CH:18]=[C:17]([N+:19]([O-:21])=[O:20])[CH:16]=[CH:15][C:3]=1[O:4][C:5]1[CH:10]=[CH:9][N:8]=[C:7]2[CH:11]=[C:12](I)[S:13][C:6]=12.Br[C:23]1[CH:30]=[CH:29][C:26]([CH:27]=[O:28])=[CH:25][N:24]=1.[Sn].CO. Product: [F:1][C:2]1[CH:18]=[C:17]([N+:19]([O-:21])=[O:20])[CH:16]=[CH:15][C:3]=1[O:4][C:5]1[CH:10]=[CH:9][N:8]=[C:7]2[CH:11]=[C:12]([C:23]3[CH:30]=[CH:29][C:26]([CH:27]=[O:28])=[CH:25][N:24]=3)[S:13][C:6]=12. The catalyst class is: 77. (10) Reactant: [Br:1][C:2]1[CH:7]=[CH:6][C:5]([CH3:8])=[C:4]([N+:9]([O-:11])=[O:10])[CH:3]=1.[Br:12]N1C(=O)CCC1=O.C(OOC(=O)C1C=CC=CC=1)(=O)C1C=CC=CC=1. Product: [Br:1][C:2]1[CH:7]=[CH:6][C:5]([CH2:8][Br:12])=[C:4]([N+:9]([O-:11])=[O:10])[CH:3]=1. The catalyst class is: 53.